Task: Predict the reactants needed to synthesize the given product.. Dataset: Full USPTO retrosynthesis dataset with 1.9M reactions from patents (1976-2016) Given the product [CH2:1]([C:3]1[CH:4]=[N:5][C:6]([N:9]2[CH2:10][CH2:11][CH:12]([O:15][N:16]=[C:17]3[CH2:22][CH2:21][N:20]([C:23]4[C:28]([F:29])=[CH:27][C:26]([CH2:30][C:31]([NH:35][CH:36]5[CH2:41][CH2:40][N:39]([CH3:42])[CH2:38][CH2:37]5)=[O:33])=[C:25]([F:34])[CH:24]=4)[CH2:19][CH2:18]3)[CH2:13][CH2:14]2)=[N:7][CH:8]=1)[CH3:2], predict the reactants needed to synthesize it. The reactants are: [CH2:1]([C:3]1[CH:4]=[N:5][C:6]([N:9]2[CH2:14][CH2:13][CH:12]([O:15][N:16]=[C:17]3[CH2:22][CH2:21][N:20]([C:23]4[C:28]([F:29])=[CH:27][C:26]([CH2:30][C:31]([OH:33])=O)=[C:25]([F:34])[CH:24]=4)[CH2:19][CH2:18]3)[CH2:11][CH2:10]2)=[N:7][CH:8]=1)[CH3:2].[NH2:35][CH:36]1[CH2:41][CH2:40][N:39]([CH3:42])[CH2:38][CH2:37]1.C1C=CC2N(O)N=NC=2C=1.CO.